This data is from Full USPTO retrosynthesis dataset with 1.9M reactions from patents (1976-2016). The task is: Predict the reactants needed to synthesize the given product. (1) Given the product [Cl:2][C:3]1[C:4]([OH:31])=[CH:5][C:6]([OH:27])=[C:7]([CH:26]=1)[C:8]([N:10]1[CH2:18][C:17]2[C:12](=[CH:13][CH:14]=[CH:15][CH:16]=2)[CH:11]1[C:19]([NH:21][CH:22]1[CH2:25][CH2:24][CH2:23]1)=[O:20])=[O:9], predict the reactants needed to synthesize it. The reactants are: Cl.[Cl:2][C:3]1[C:4]([O:31]COC)=[CH:5][C:6]([O:27]COC)=[C:7]([CH:26]=1)[C:8]([N:10]1[CH2:18][C:17]2[C:12](=[CH:13][CH:14]=[CH:15][CH:16]=2)[CH:11]1[C:19]([NH:21][CH:22]1[CH2:25][CH2:24][CH2:23]1)=[O:20])=[O:9].C([O-])(O)=O.[Na+]. (2) Given the product [O:1]1[C:6]2[CH:7]=[CH:8][C:9]([N:11]3[CH:30]=[C:25]([C:26]([OH:51])=[O:21])[N:13]=[C:12]3[C:14]3[CH:15]=[CH:16][C:17]([CH3:20])=[CH:18][CH:19]=3)=[CH:10][C:5]=2[O:4][CH2:3][CH2:2]1, predict the reactants needed to synthesize it. The reactants are: [O:1]1[C:6]2[CH:7]=[CH:8][C:9]([NH:11][C:12]([C:14]3[CH:19]=[CH:18][C:17]([CH3:20])=[CH:16][CH:15]=3)=[NH:13])=[CH:10][C:5]=2[O:4][CH2:3][CH2:2]1.[O:21]1[C:26]2C=CC(N)=[CH:30][C:25]=2OCC1.C[Si]([N-][Si](C)(C)C)(C)C.[Na+].C1(C)C=CC(C#N)=CC=1.[O:51]1CCCC1. (3) Given the product [NH2:17][C:15]1[S:16][C:2]([CH2:10][CH2:11][CH2:12][Cl:13])=[C:3]([C:4]([O:6][CH2:7][CH3:8])=[O:5])[N:14]=1, predict the reactants needed to synthesize it. The reactants are: Br[CH:2]([CH2:10][CH2:11][CH2:12][Cl:13])[C:3](=O)[C:4]([O:6][CH2:7][CH3:8])=[O:5].[NH2:14][C:15]([NH2:17])=[S:16]. (4) Given the product [CH3:13][N:14]([CH3:15])[S:8]([C:5]1[CH:6]=[CH:7][C:2]([CH3:1])=[CH:3][CH:4]=1)(=[O:10])=[O:9], predict the reactants needed to synthesize it. The reactants are: [CH3:1][C:2]1[CH:7]=[CH:6][C:5]([S:8](Cl)(=[O:10])=[O:9])=[CH:4][CH:3]=1.Cl.[CH3:13][NH:14][CH3:15].C(N(CC)CC)C.Cl.